Dataset: Reaction yield outcomes from USPTO patents with 853,638 reactions. Task: Predict the reaction yield, written as a fraction of the theoretical maximum amount of product (1.0 means a 100% yield; for example, 0.34 means a 34% yield). (1) The reactants are [Cl:1][C:2]1[CH:18]=[CH:17][C:5]2[CH2:6][CH2:7][N:8]([C:11](=[O:16])[C:12]([F:15])([F:14])[F:13])[CH2:9][CH2:10][C:4]=2[C:3]=1OS(C(F)(F)F)(=O)=O.[CH3:27][C:28]1([C:33]2[CH:40]=[CH:39][C:36]([CH2:37][NH2:38])=[CH:35][CH:34]=2)[O:32][CH2:31][CH2:30][O:29]1. No catalyst specified. The product is [CH3:27][C:28]1([C:33]2[CH:40]=[CH:39][C:36]([CH2:37][NH:38][C:3]3[C:4]4[CH2:10][CH2:9][N:8]([C:11](=[O:16])[C:12]([F:15])([F:14])[F:13])[CH2:7][CH2:6][C:5]=4[CH:17]=[CH:18][C:2]=3[Cl:1])=[CH:35][CH:34]=2)[O:29][CH2:30][CH2:31][O:32]1. The yield is 0.680. (2) The reactants are [CH:1]1([N:7]([CH:18]2[CH2:23][CH2:22][CH2:21][CH2:20][CH2:19]2)[C:8]([NH:10][C:11]2[S:12][C:13]([CH:16]=O)=[CH:14][N:15]=2)=[O:9])[CH2:6][CH2:5][CH2:4][CH2:3][CH2:2]1.Cl.[CH2:25]([S:28]([N:31]1[CH2:36][CH2:35][NH:34][CH2:33][CH2:32]1)(=[O:30])=[O:29])[CH2:26][CH3:27].C(O[BH-](OC(=O)C)OC(=O)C)(=O)C.[Na+]. No catalyst specified. The product is [CH:1]1([N:7]([CH:18]2[CH2:23][CH2:22][CH2:21][CH2:20][CH2:19]2)[C:8]([NH:10][C:11]2[S:12][C:13]([CH2:16][N:34]3[CH2:33][CH2:32][N:31]([S:28]([CH2:25][CH2:26][CH3:27])(=[O:29])=[O:30])[CH2:36][CH2:35]3)=[CH:14][N:15]=2)=[O:9])[CH2:6][CH2:5][CH2:4][CH2:3][CH2:2]1. The yield is 0.270. (3) The reactants are Br[C:2]1[C:3]([O:24][CH3:25])=[CH:4][C:5]2[O:10][CH2:9][CH2:8][N:7]([C:11]3[S:12][C:13]4[C:14](=[O:22])[NH:15][C:16]([CH3:21])([CH3:20])[CH2:17][C:18]=4[N:19]=3)[C:6]=2[CH:23]=1.Cl.[N:27]1([CH2:33][C:34]2[CH:35]=[C:36](B3OC(C)(C)C(C)(C)O3)[CH:37]=[CH:38][CH:39]=2)[CH2:32][CH2:31][CH2:30][CH2:29][CH2:28]1.P([O-])([O-])([O-])=O.[K+].[K+].[K+].COCCOC. The catalyst is C1C=CC([P]([Pd]([P](C2C=CC=CC=2)(C2C=CC=CC=2)C2C=CC=CC=2)([P](C2C=CC=CC=2)(C2C=CC=CC=2)C2C=CC=CC=2)[P](C2C=CC=CC=2)(C2C=CC=CC=2)C2C=CC=CC=2)(C2C=CC=CC=2)C2C=CC=CC=2)=CC=1.O. The product is [CH3:20][C:16]1([CH3:21])[NH:15][C:14](=[O:22])[C:13]2[S:12][C:11]([N:7]3[C:6]4[CH:23]=[C:2]([C:36]5[CH:37]=[CH:38][CH:39]=[C:34]([CH2:33][N:27]6[CH2:28][CH2:29][CH2:30][CH2:31][CH2:32]6)[CH:35]=5)[C:3]([O:24][CH3:25])=[CH:4][C:5]=4[O:10][CH2:9][CH2:8]3)=[N:19][C:18]=2[CH2:17]1. The yield is 0.400. (4) The reactants are [C:1]([NH:11][C@@H:12]([C:16]([OH:18])=O)[CH:13]([CH3:15])[CH3:14])([O:3][CH2:4][C:5]1[CH:10]=[CH:9][CH:8]=[CH:7][CH:6]=1)=[O:2].CN1CCOCC1.[NH2:26][CH2:27][CH:28]([O:31][CH3:32])[O:29][CH3:30]. The catalyst is C1COCC1. The product is [CH3:30][O:29][CH:28]([O:31][CH3:32])[CH2:27][NH:26][C:16](=[O:18])[C@H:12]([NH:11][C:1](=[O:2])[O:3][CH2:4][C:5]1[CH:6]=[CH:7][CH:8]=[CH:9][CH:10]=1)[CH:13]([CH3:14])[CH3:15]. The yield is 0.995. (5) The reactants are CS(Cl)(=O)=O.OCC[N:9](CCO)[S:10]([C:13]1[CH:18]=[CH:17][C:16](C)=[CH:15][CH:14]=1)(=[O:12])=[O:11].C(N(CC)CC)C. The catalyst is ClCCl. The product is [C:13]1([S:10]([NH2:9])(=[O:12])=[O:11])[CH:18]=[CH:17][CH:16]=[CH:15][CH:14]=1. The yield is 0.857. (6) The reactants are [NH2:1][CH2:2][CH2:3][N:4]1[C:9](=[O:10])[CH:8]=[CH:7][C:6]([C:11]2[N:16]=[C:15]([NH:17][C:18]([C:20]3([C:23]4[CH:33]=[CH:32][C:26]5[O:27][C:28]([F:31])([F:30])[O:29][C:25]=5[CH:24]=4)[CH2:22][CH2:21]3)=[O:19])[CH:14]=[CH:13][C:12]=2[CH3:34])=[CH:5]1.Cl[C:36]([O:38][CH2:39][CH3:40])=[O:37].C(N(CC)CC)C. The catalyst is CN(C)C=O. The product is [F:30][C:28]1([F:31])[O:27][C:26]2[CH:32]=[CH:33][C:23]([C:20]3([C:18]([NH:17][C:15]4[N:16]=[C:11]([C:6]5[CH:7]=[CH:8][C:9](=[O:10])[N:4]([CH2:3][CH2:2][NH:1][C:36](=[O:37])[O:38][CH2:39][CH3:40])[CH:5]=5)[C:12]([CH3:34])=[CH:13][CH:14]=4)=[O:19])[CH2:22][CH2:21]3)=[CH:24][C:25]=2[O:29]1. The yield is 0.250. (7) The reactants are [O:1]=[S:2]1(=[O:18])[CH2:7][CH2:6][N:5]([C:8]2[CH:9]=[C:10]([CH:15]=[CH:16][CH:17]=2)[C:11]([NH:13][NH2:14])=[O:12])[CH2:4][CH2:3]1.[Cl:19][C:20]1[CH:21]=[CH:22][C:23]([OH:29])=[C:24]([C:26](=O)[CH3:27])[CH:25]=1. The catalyst is CO.C(O)(=O)C. The product is [Cl:19][C:20]1[CH:21]=[CH:22][C:23]([OH:29])=[C:24](/[C:26](=[N:14]/[NH:13][C:11](=[O:12])[C:10]2[CH:15]=[CH:16][CH:17]=[C:8]([N:5]3[CH2:6][CH2:7][S:2](=[O:1])(=[O:18])[CH2:3][CH2:4]3)[CH:9]=2)/[CH3:27])[CH:25]=1. The yield is 0.313. (8) The reactants are [C:1]([O:5][C:6]([N:8]([CH2:26][C:27]([O:29][C:30]([CH3:33])([CH3:32])[CH3:31])=[O:28])[C:9]1[CH:14]=[CH:13][CH:12]=[C:11]([CH2:15][NH:16][S:17]([C:20]2[CH:25]=[CH:24][CH:23]=[CH:22][N:21]=2)(=[O:19])=[O:18])[N:10]=1)=[O:7])([CH3:4])([CH3:3])[CH3:2].[CH2:34]([O:41][CH2:42][C:43]1([C:46]2[CH:53]=[CH:52][C:49]([CH2:50]O)=[CH:48][CH:47]=2)[CH2:45][CH2:44]1)[C:35]1[CH:40]=[CH:39][CH:38]=[CH:37][CH:36]=1.C(P(CCCC)CCCC)CCC.CN(C)C(N=NC(N(C)C)=O)=O. The catalyst is O.O1CCCC1. The product is [CH2:34]([O:41][CH2:42][C:43]1([C:46]2[CH:47]=[CH:48][C:49]([CH2:50][CH:15]([NH:16][S:17]([C:20]3[CH:25]=[CH:24][CH:23]=[CH:22][N:21]=3)(=[O:19])=[O:18])[C:11]3[N:10]=[C:9]([N:8]([CH2:26][C:27]([O:29][C:30]([CH3:33])([CH3:32])[CH3:31])=[O:28])[C:6]([O:5][C:1]([CH3:4])([CH3:3])[CH3:2])=[O:7])[CH:14]=[CH:13][CH:12]=3)=[CH:52][CH:53]=2)[CH2:44][CH2:45]1)[C:35]1[CH:36]=[CH:37][CH:38]=[CH:39][CH:40]=1. The yield is 0.740.